Dataset: Full USPTO retrosynthesis dataset with 1.9M reactions from patents (1976-2016). Task: Predict the reactants needed to synthesize the given product. (1) Given the product [N:6]1([C:7]([O:9][C:10]([CH3:11])([CH3:13])[CH3:12])=[O:8])[CH:2]=[CH:3][CH2:4][C@@H:5]1[C:14]([O:16][CH2:17][CH3:18])=[O:15], predict the reactants needed to synthesize it. The reactants are: O=[C:2]1[N:6]([C:7]([O:9][C:10]([CH3:13])([CH3:12])[CH3:11])=[O:8])[C@@H:5]([C:14]([O:16][CH2:17][CH3:18])=[O:15])[CH2:4][CH2:3]1.O1CCCC1.C([BH-](CC)CC)C.[Li+].C(N(C(C)C)CC)(C)C.FC(F)(F)C(OC(=O)C(F)(F)F)=O. (2) Given the product [F:11][B-:12]([F:15])([F:14])[F:13].[Br:1][C:2]1[CH:8]=[C:7]([CH3:9])[C:5]([N+:6]#[N:17])=[C:4]([CH3:10])[CH:3]=1, predict the reactants needed to synthesize it. The reactants are: [Br:1][C:2]1[CH:8]=[C:7]([CH3:9])[C:5]([NH2:6])=[C:4]([CH3:10])[CH:3]=1.[F:11][B-:12]([F:15])([F:14])[F:13].[H+].[N:17]([O-])=O.[Na+].